This data is from Forward reaction prediction with 1.9M reactions from USPTO patents (1976-2016). The task is: Predict the product of the given reaction. (1) Given the reactants Br[C:2]1[CH:7]=[CH:6][C:5]([Cl:8])=[CH:4][C:3]=1[C:9]1[CH:14]=[C:13]([O:15][CH3:16])[N:12]=[CH:11][N:10]=1.[F:17][CH:18]([F:33])[N:19]1[CH:23]=[C:22](B2OC(C)(C)C(C)(C)O2)[CH:21]=[N:20]1.OP([O-])(O)=O.[K+].C1COCC1, predict the reaction product. The product is: [Cl:8][C:5]1[CH:6]=[CH:7][C:2]([C:22]2[CH:21]=[N:20][N:19]([CH:18]([F:33])[F:17])[CH:23]=2)=[C:3]([C:9]2[CH:14]=[C:13]([O:15][CH3:16])[N:12]=[CH:11][N:10]=2)[CH:4]=1. (2) Given the reactants Br[C:2]1[CH:3]=[C:4]([CH:9]([N:11]([CH:19]2[CH2:21][CH2:20]2)[C:12](=[O:18])[O:13][C:14]([CH3:17])([CH3:16])[CH3:15])[CH3:10])[CH:5]=[N:6][C:7]=1[Cl:8].[CH2:22]([NH:25][C:26](=[O:29])[O:27][CH3:28])[C:23]#[CH:24].C(N(CC)CC)C, predict the reaction product. The product is: [C:14]([O:13][C:12]([N:11]([CH:19]1[CH2:21][CH2:20]1)[CH:9]([C:4]1[CH:3]=[C:2]([C:24]#[C:23][CH2:22][NH:25][C:26](=[O:29])[O:27][CH3:28])[C:7]([Cl:8])=[N:6][CH:5]=1)[CH3:10])=[O:18])([CH3:17])([CH3:16])[CH3:15]. (3) Given the reactants Cl[CH2:2][C:3]([NH:5][C:6]1[S:7][C:8]2[N:9]=[C:10]([N:15]([CH3:36])[C:16]3[CH:17]=[C:18]([NH:22][C:23](=[O:35])[C:24]4[CH:29]=[CH:28][CH:27]=[C:26]([C:30]([C:33]#[N:34])([CH3:32])[CH3:31])[CH:25]=4)[CH:19]=[CH:20][CH:21]=3)[N:11]=[CH:12][C:13]=2[N:14]=1)=[O:4].C(N(CC)CC)C.Cl.[F:45][CH:46]1[CH2:51][CH2:50][NH:49][CH2:48][CH2:47]1.C(=O)([O-])O.[Na+], predict the reaction product. The product is: [C:33]([C:30]([C:26]1[CH:25]=[C:24]([CH:29]=[CH:28][CH:27]=1)[C:23]([NH:22][C:18]1[CH:19]=[CH:20][CH:21]=[C:16]([N:15]([C:10]2[N:11]=[CH:12][C:13]3[N:14]=[C:6]([NH:5][C:3](=[O:4])[CH2:2][N:49]4[CH2:50][CH2:51][CH:46]([F:45])[CH2:47][CH2:48]4)[S:7][C:8]=3[N:9]=2)[CH3:36])[CH:17]=1)=[O:35])([CH3:32])[CH3:31])#[N:34]. (4) Given the reactants [Cl:1][C:2]1[C:3]2[O:11][CH:10]=[C:9]([C:12]3[CH:13]=[C:14]4[C:18](=[CH:19][CH:20]=3)[NH:17][CH2:16][CH2:15]4)[C:4]=2[C:5]([NH2:8])=[N:6][CH:7]=1.[F:21][C:22]1[CH:27]=[CH:26][C:25]([F:28])=[CH:24][C:23]=1[CH2:29][C:30](O)=[O:31].CN(C(ON1N=NC2C=CC=NC1=2)=[N+](C)C)C.F[P-](F)(F)(F)(F)F.CCN(C(C)C)C(C)C, predict the reaction product. The product is: [Cl:1][C:2]1[C:3]2[O:11][CH:10]=[C:9]([C:12]3[CH:13]=[C:14]4[C:18](=[CH:19][CH:20]=3)[N:17]([C:30](=[O:31])[CH2:29][C:23]3[CH:24]=[C:25]([F:28])[CH:26]=[CH:27][C:22]=3[F:21])[CH2:16][CH2:15]4)[C:4]=2[C:5]([NH2:8])=[N:6][CH:7]=1. (5) Given the reactants [Cl-].O[NH3+:3].[C:4](=[O:7])([O-])[OH:5].[Na+].CS(C)=O.[CH2:13]([C:15]1[N:16]=[C:17]([CH2:45][CH2:46][CH3:47])[N:18]([CH2:30][C:31]2[CH:36]=[CH:35][C:34]([C:37]3[C:38]([C:43]#[N:44])=[CH:39][CH:40]=[CH:41][CH:42]=3)=[CH:33][CH:32]=2)[C:19](=[O:29])[C:20]=1[C:21]1[CH:26]=[CH:25][C:24]([O:27][CH3:28])=[CH:23][CH:22]=1)[CH3:14], predict the reaction product. The product is: [CH2:13]([C:15]1[N:16]=[C:17]([CH2:45][CH2:46][CH3:47])[N:18]([CH2:30][C:31]2[CH:36]=[CH:35][C:34]([C:37]3[CH:42]=[CH:41][CH:40]=[CH:39][C:38]=3[C:43]3[NH:3][C:4](=[O:7])[O:5][N:44]=3)=[CH:33][CH:32]=2)[C:19](=[O:29])[C:20]=1[C:21]1[CH:22]=[CH:23][C:24]([O:27][CH3:28])=[CH:25][CH:26]=1)[CH3:14]. (6) Given the reactants [CH3:1][C:2]1[NH:3][C:4]2[C:9]([CH:10]=1)=[CH:8][C:7]([NH2:11])=[CH:6][CH:5]=2.C(OC([NH:19][CH2:20][CH2:21][CH2:22][CH2:23][C@H:24]([NH:28]C(OCC1C2C=CC=CC=2C2C1=CC=CC=2)=O)[C:25](O)=[O:26])=O)(C)(C)C.[CH2:46]([O:53][C:54]1[CH:59]=[CH:58][C:57]([N:60]=[C:61]=[O:62])=[CH:56][CH:55]=1)[C:47]1[CH:52]=[CH:51][CH:50]=[CH:49][CH:48]=1, predict the reaction product. The product is: [CH3:1][C:2]1[NH:3][C:4]2[C:9]([CH:10]=1)=[CH:8][C:7]([NH:11][C:25](=[O:26])[C@@H:24]([NH:28][C:61]([NH:60][C:57]1[CH:58]=[CH:59][C:54]([O:53][CH2:46][C:47]3[CH:48]=[CH:49][CH:50]=[CH:51][CH:52]=3)=[CH:55][CH:56]=1)=[O:62])[CH2:23][CH2:22][CH2:21][CH2:20][NH2:19])=[CH:6][CH:5]=2. (7) The product is: [O:1]([C:13]1[CH:18]=[C:17]([O:19][CH2:36][CH2:37][CH2:38][C:39]([O:41][CH2:42][CH3:43])=[O:40])[CH:16]=[CH:15][C:14]=1[CH2:20][C:21]1[CH:26]=[CH:25][C:24]([CH2:27][CH3:28])=[CH:23][CH:22]=1)[C@@H:2]1[O:10][C@H:9]([CH2:11][OH:12])[C@@H:7]([OH:8])[C@H:5]([OH:6])[C@H:3]1[OH:4]. Given the reactants [O:1]([C:13]1[CH:18]=[C:17]([OH:19])[CH:16]=[CH:15][C:14]=1[CH2:20][C:21]1[CH:26]=[CH:25][C:24]([CH2:27][CH3:28])=[CH:23][CH:22]=1)[C@@H:2]1[O:10][C@H:9]([CH2:11][OH:12])[C@@H:7]([OH:8])[C@H:5]([OH:6])[C@H:3]1[OH:4].C(=O)([O-])[O-].[Cs+].[Cs+].Br[CH2:36][CH2:37][CH2:38][C:39]([O:41][CH2:42][CH3:43])=[O:40].O, predict the reaction product. (8) Given the reactants CN(C1C(C2C(P(C3CCCCC3)C3CCCCC3)=CC=CC=2)=CC=CC=1)C.[Li+].C[Si]([N-][Si](C)(C)C)(C)C.CCCCCC.[C:45]([O:48][C:49]([CH3:52])([CH3:51])[CH3:50])(=[O:47])[CH3:46].Br[C:54]1[CH:59]=[CH:58][C:57]([F:60])=[CH:56][N:55]=1, predict the reaction product. The product is: [F:60][C:57]1[CH:58]=[CH:59][C:54]([CH2:46][C:45]([O:48][C:49]([CH3:52])([CH3:51])[CH3:50])=[O:47])=[N:55][CH:56]=1. (9) Given the reactants [CH2:1]([N:8]1[CH:12]=[C:11](B2OC(C)(C)C(C)(C)O2)[CH:10]=[N:9]1)[C:2]1[CH:7]=[CH:6][CH:5]=[CH:4][CH:3]=1.[OH-:22].[Na+].OO.O.Cl, predict the reaction product. The product is: [CH2:1]([N:8]1[CH:12]=[C:11]([OH:22])[CH:10]=[N:9]1)[C:2]1[CH:7]=[CH:6][CH:5]=[CH:4][CH:3]=1. (10) Given the reactants [N:1]1[CH:6]=[CH:5][CH:4]=[CH:3][C:2]=1[NH:7][C:8](=[O:13])[C:9]([CH3:12])([CH3:11])[CH3:10].CCCCCC.[F:20][C:21]1[CH:28]=[CH:27][C:24]([CH:25]=[O:26])=[CH:23][CH:22]=1.[Cl-].[NH4+], predict the reaction product. The product is: [F:20][C:21]1[CH:28]=[CH:27][C:24]([CH:25]([OH:26])[C:3]2[C:2]([NH:7][C:8](=[O:13])[C:9]([CH3:10])([CH3:12])[CH3:11])=[N:1][CH:6]=[CH:5][CH:4]=2)=[CH:23][CH:22]=1.